Dataset: Full USPTO retrosynthesis dataset with 1.9M reactions from patents (1976-2016). Task: Predict the reactants needed to synthesize the given product. (1) Given the product [F:48][CH:47]([F:49])[CH2:46][N:23]1[CH2:24][CH2:25][CH:20]([C:17]2[CH:18]=[C:19]3[C:14](=[CH:15][C:16]=2[O:26][CH3:27])[N:13]=[N:12][C:11]([C:28]([NH2:30])=[O:29])=[C:10]3[NH:9][C:3]2[CH:4]=[CH:5][C:6]([CH3:8])=[CH:7][C:2]=2[F:1])[CH2:21][CH2:22]1, predict the reactants needed to synthesize it. The reactants are: [F:1][C:2]1[CH:7]=[C:6]([CH3:8])[CH:5]=[CH:4][C:3]=1[NH:9][C:10]1[C:19]2[C:14](=[CH:15][C:16]([O:26][CH3:27])=[C:17]([CH:20]3[CH2:25][CH2:24][NH:23][CH2:22][CH2:21]3)[CH:18]=2)[N:13]=[N:12][C:11]=1[C:28]([NH2:30])=[O:29].C(N(CC)C(C)C)(C)C.FC(F)(F)S(O[CH2:46][CH:47]([F:49])[F:48])(=O)=O. (2) Given the product [Cl:18][C:19]1[CH:24]=[C:23]([C:2]2[CH:3]=[CH:4][C:5]3[NH:16][C:15](=[O:17])[O:14][C:8]4([CH2:13][CH2:12][CH2:11][CH2:10][CH2:9]4)[C:6]=3[CH:7]=2)[CH:22]=[CH:21][CH:20]=1, predict the reactants needed to synthesize it. The reactants are: Br[C:2]1[CH:3]=[CH:4][C:5]2[NH:16][C:15](=[O:17])[O:14][C:8]3([CH2:13][CH2:12][CH2:11][CH2:10][CH2:9]3)[C:6]=2[CH:7]=1.[Cl:18][C:19]1[CH:20]=[C:21](B(O)O)[CH:22]=[CH:23][CH:24]=1. (3) The reactants are: [CH2:1]([O:3][C:4]1[CH:13]=[CH:12][C:7]2[N:8]=[C:9]([NH2:11])[S:10][C:6]=2[CH:5]=1)[CH3:2].[F:14][C:15]([F:26])([F:25])[C:16]1[CH:17]=[C:18]([CH:22]=[CH:23][CH:24]=1)[C:19](Cl)=[O:20].Br[CH:28]([CH3:34])[C:29]([O:31]CC)=[O:30].COC1C=CC2N=C(N)SC=2C=1.ClC1C=C(C=CC=1)C(Cl)=O.BrCC(OCC)=O. Given the product [CH2:1]([O:3][C:4]1[CH:13]=[CH:12][C:7]2[N:8]([CH:28]([CH3:34])[C:29]([OH:31])=[O:30])[C:9](=[N:11][C:19](=[O:20])[C:18]3[CH:22]=[CH:23][CH:24]=[C:16]([C:15]([F:26])([F:25])[F:14])[CH:17]=3)[S:10][C:6]=2[CH:5]=1)[CH3:2], predict the reactants needed to synthesize it. (4) Given the product [CH2:48]([N:47]([CH2:8][C:7]1[CH:6]=[C:5]([CH:13]=[C:12]([C:14]2[O:15][CH:16]=[CH:17][N:18]=2)[CH:11]=1)[C:3]([O:2][CH3:1])=[O:4])[CH3:46])[CH2:49][CH2:50][CH3:51], predict the reactants needed to synthesize it. The reactants are: [CH3:1][O:2][C:3]([C:5]1[CH:6]=[C:7]([CH:11]=[C:12]([C:14]2[O:15][CH:16]=[CH:17][N:18]=2)[CH:13]=1)[C:8](O)=O)=[O:4].[BH4-].[Li+].C[Si](C=[N+]=[N-])(C)C.CCCCCC.CS(Cl)(=O)=O.C(N(CC)CC)C.[CH3:46][NH:47][CH2:48][CH2:49][CH2:50][CH3:51]. (5) Given the product [NH2:8][C:9]1[N:14]=[C:13]([NH:15][CH2:16][CH2:17][CH2:18][N:19]2[CH:23]=[C:22]([C:24]3[CH:29]=[CH:28][C:27]([Cl:30])=[CH:26][C:25]=3[Cl:31])[C:21]([C:32]([OH:34])=[O:33])=[CH:20]2)[CH:12]=[CH:11][C:10]=1[N+:39]([O-:41])=[O:40], predict the reactants needed to synthesize it. The reactants are: C(O)(C(F)(F)F)=O.[NH2:8][C:9]1[N:14]=[C:13]([NH:15][CH2:16][CH2:17][CH2:18][N:19]2[CH:23]=[C:22]([C:24]3[CH:29]=[CH:28][C:27]([Cl:30])=[CH:26][C:25]=3[Cl:31])[C:21]([C:32]([O:34]C(C)(C)C)=[O:33])=[CH:20]2)[CH:12]=[CH:11][C:10]=1[N+:39]([O-:41])=[O:40].O. (6) Given the product [CH2:9]([O:7][C:3]1[CH2:4][CH2:5][CH2:6][C:1](=[O:8])[CH:2]=1)[C:10]1[CH:15]=[CH:14][CH:13]=[CH:12][CH:11]=1, predict the reactants needed to synthesize it. The reactants are: [C:1]1(=[O:8])[CH2:6][CH2:5][CH2:4][C:3](=[O:7])[CH2:2]1.[CH2:9](O)[C:10]1[CH:15]=[CH:14][CH:13]=[CH:12][CH:11]=1. (7) Given the product [CH2:11]([O:10][C:8](=[O:9])[NH:7][C:1]1[CH:6]=[CH:5][C:4]([S:14]([Cl:13])(=[O:16])=[O:15])=[CH:3][CH:2]=1)[CH3:12], predict the reactants needed to synthesize it. The reactants are: [C:1]1([NH:7][C:8]([O:10][CH2:11][CH3:12])=[O:9])[CH:6]=[CH:5][CH:4]=[CH:3][CH:2]=1.[Cl:13][S:14](O)(=[O:16])=[O:15].